Dataset: Reaction yield outcomes from USPTO patents with 853,638 reactions. Task: Predict the reaction yield, written as a fraction of the theoretical maximum amount of product (1.0 means a 100% yield; for example, 0.34 means a 34% yield). (1) The reactants are [O:1]=[C:2]1[N:6]([C:7]2[CH:8]=[CH:9][C:10]3[S:15][CH2:14][C:13](=[O:16])[NH:12][C:11]=3[CH:17]=2)[CH2:5][C@@H:4]([CH2:18][CH2:19][CH2:20][NH:21][C@H:22]2[C:32]3[C:33]4[N:24]([C:25](=[O:34])[CH:26]=[N:27][C:28]=4[CH:29]=[CH:30][CH:31]=3)[CH2:23]2)[O:3]1.[BH4-].[Na+]. The catalyst is CO.ClCCCl. The product is [O:1]=[C:2]1[N:6]([C:7]2[CH:8]=[CH:9][C:10]3[S:15][CH2:14][C:13](=[O:16])[NH:12][C:11]=3[CH:17]=2)[CH2:5][C@@H:4]([CH2:18][CH2:19][CH2:20][NH:21][C@H:22]2[C:32]3[C:33]4[N:24]([C:25](=[O:34])[CH2:26][NH:27][C:28]=4[CH:29]=[CH:30][CH:31]=3)[CH2:23]2)[O:3]1. The yield is 0.780. (2) The reactants are [CH3:1][C:2]1[CH:7]=[CH:6][C:5]([S:8]([O:11][CH2:12][CH:13]([O:16][C:17]2[C:22]([CH:23]=[CH2:24])=[CH:21][CH:20]=[CH:19][C:18]=2[O:25][CH3:26])C=C)(=[O:10])=[O:9])=[CH:4][CH:3]=1. The catalyst is ClCCl.C1CCC(P(C2CCCCC2)C2CCCCC2)CC1.C1CCC(P(C2CCCCC2)C2CCCCC2)CC1.C1C=CC(C=[Ru](Cl)Cl)=CC=1. The product is [CH3:26][O:25][C:18]1[C:17]2[O:16][CH:13]([CH2:12][OH:11])[CH:24]=[CH:23][C:22]=2[CH:21]=[CH:20][CH:19]=1.[CH3:1][C:2]1[CH:3]=[CH:4][C:5]([S:8]([O-:11])(=[O:10])=[O:9])=[CH:6][CH:7]=1. The yield is 0.980. (3) The reactants are [Br:1][C:2]1[CH:7]=[CH:6][C:5](I)=[CH:4][CH:3]=1.[C:9]([Si:11]([CH3:14])([CH3:13])[CH3:12])#[CH:10]. The catalyst is Cl[Pd](Cl)([P](C1C=CC=CC=1)(C1C=CC=CC=1)C1C=CC=CC=1)[P](C1C=CC=CC=1)(C1C=CC=CC=1)C1C=CC=CC=1.[Cu]I. The product is [Br:1][C:2]1[CH:7]=[CH:6][C:5]([C:10]#[C:9][Si:11]([CH3:14])([CH3:13])[CH3:12])=[CH:4][CH:3]=1. The yield is 0.930. (4) The reactants are [H-].[Na+].[Br:3][C:4]1[CH:5]=[C:6]([CH2:10][C:11]#[N:12])[CH:7]=[N:8][CH:9]=1.[CH3:13]I. The product is [Br:3][C:4]1[CH:5]=[C:6]([CH:10]([CH3:13])[C:11]#[N:12])[CH:7]=[N:8][CH:9]=1. The catalyst is CN(C=O)C. The yield is 0.240.